This data is from Full USPTO retrosynthesis dataset with 1.9M reactions from patents (1976-2016). The task is: Predict the reactants needed to synthesize the given product. (1) Given the product [CH2:1]([NH:4][C:5](=[O:25])[NH:6][C:7]1[N:12]=[CH:11][C:10]([C:34]2[CH:35]=[N:36][CH:37]=[C:38]([C:39]([O:41][CH3:42])=[O:40])[CH:43]=2)=[C:9]([C:16]2[S:17][CH:18]=[C:19]([C:21]([F:24])([F:23])[F:22])[N:20]=2)[CH:8]=1)[CH2:2][CH3:3], predict the reactants needed to synthesize it. The reactants are: [CH2:1]([NH:4][C:5](=[O:25])[NH:6][C:7]1[N:12]=[CH:11][C:10](B(O)O)=[C:9]([C:16]2[S:17][CH:18]=[C:19]([C:21]([F:24])([F:23])[F:22])[N:20]=2)[CH:8]=1)[CH2:2][CH3:3].CC1(C)C(C)(C)OB([C:34]2[CH:35]=[N:36][CH:37]=[C:38]([CH:43]=2)[C:39]([O:41][CH3:42])=[O:40])O1.C(=O)(O)[O-].[Na+].C(OCC)(=O)C. (2) Given the product [Cl:25][C:12]1[CH:11]=[C:10]([NH:9][C:4]2[CH:5]=[CH:6][CH:7]=[CH:8][C:3]=2[CH2:2][NH:1][C:35](=[O:36])[CH2:34][P:29](=[O:30])([O:31][CH2:32][CH3:33])[O:28][CH2:26][CH3:27])[CH:15]=[CH:14][C:13]=1[C:16]([C:18]1[CH:23]=[CH:22][CH:21]=[CH:20][C:19]=1[CH3:24])=[O:17], predict the reactants needed to synthesize it. The reactants are: [NH2:1][CH2:2][C:3]1[CH:8]=[CH:7][CH:6]=[CH:5][C:4]=1[NH:9][C:10]1[CH:15]=[CH:14][C:13]([C:16]([C:18]2[CH:23]=[CH:22][CH:21]=[CH:20][C:19]=2[CH3:24])=[O:17])=[C:12]([Cl:25])[CH:11]=1.[CH2:26]([O:28][P:29]([CH2:34][C:35](O)=[O:36])([O:31][CH2:32][CH3:33])=[O:30])[CH3:27].C1(N=C=NC2CCCCC2)CCCCC1. (3) Given the product [CH3:30][C:21]12[CH2:22][C:23]3([NH2:29])[CH2:24][CH:25]([CH2:26][C:19]([CH3:18])([CH2:28]3)[CH2:20]1)[CH2:27]2.[CH3:1][C:2]([O:4][C:5]1[CH:6]=[C:7]([C:14]([F:15])([F:16])[F:17])[CH:8]=[CH:9][C:10]=1[C:11]([OH:13])=[O:12])=[O:3], predict the reactants needed to synthesize it. The reactants are: [CH3:1][C:2]([O:4][C:5]1[CH:6]=[C:7]([C:14]([F:17])([F:16])[F:15])[CH:8]=[CH:9][C:10]=1[C:11]([OH:13])=[O:12])=[O:3].[CH3:18][C:19]12[CH2:28][C:23]3([NH2:29])[CH2:24][CH:25]([CH2:27][C:21]([CH3:30])([CH2:22]3)[CH2:20]1)[CH2:26]2. (4) Given the product [Si:14]([O:1][CH2:2][C@H:3]1[CH2:7][O:6][C:5](=[O:8])[NH:4]1)([C:17]([CH3:20])([CH3:19])[CH3:18])([CH3:16])[CH3:15], predict the reactants needed to synthesize it. The reactants are: [OH:1][CH2:2][C@H:3]1[CH2:7][O:6][C:5](=[O:8])[NH:4]1.N1C=CN=C1.[Si:14](Cl)([C:17]([CH3:20])([CH3:19])[CH3:18])([CH3:16])[CH3:15]. (5) Given the product [CH3:1][S:2][C:3]1[CH:8]=[CH:7][C:6]([CH2:9][O:10][CH2:14][C:13]([O:16][CH3:17])=[O:15])=[CH:5][CH:4]=1, predict the reactants needed to synthesize it. The reactants are: [CH3:1][S:2][C:3]1[CH:8]=[CH:7][C:6]([CH2:9][OH:10])=[CH:5][CH:4]=1.[H-].[Na+].[C:13]([O:16][CH2:17]Br)(=[O:15])[CH3:14]. (6) Given the product [OH:10][C@H:3]([CH2:4][C:5](=[O:6])[O-:7])[CH2:2][N+:12]([CH3:14])([CH3:13])[CH3:11], predict the reactants needed to synthesize it. The reactants are: Cl[CH2:2][C@H:3]([OH:10])[CH2:4][C:5]([O:7]CC)=[O:6].[CH3:11][N:12]([CH3:14])[CH3:13].[OH-].[Na+]. (7) Given the product [CH3:24][O:25][C:26]([C:28]1[N:29]([CH3:38])[N:30]=[C:31]2[C:36]=1[CH:35]=[CH:34][C:33]([NH:37][C:15](=[O:17])[C:14]1[CH:18]=[CH:19][CH:20]=[CH:21][C:13]=1[NH:12][CH2:11][C:9]1[CH:8]=[CH:7][N:6]=[C:5]([NH:4][C:3]([N:2]([CH3:1])[CH3:23])=[O:22])[CH:10]=1)=[CH:32]2)=[O:27], predict the reactants needed to synthesize it. The reactants are: [CH3:1][N:2]([CH3:23])[C:3](=[O:22])[NH:4][C:5]1[CH:10]=[C:9]([CH2:11][NH:12][C:13]2[CH:21]=[CH:20][CH:19]=[CH:18][C:14]=2[C:15]([OH:17])=O)[CH:8]=[CH:7][N:6]=1.[CH3:24][O:25][C:26]([C:28]1[N:29]([CH3:38])[N:30]=[C:31]2[C:36]=1[CH:35]=[CH:34][C:33]([NH2:37])=[CH:32]2)=[O:27].CN1CCOCC1.CN(C(ON1N=NC2C=CC=NC1=2)=[N+](C)C)C.F[P-](F)(F)(F)(F)F. (8) Given the product [C:1]([O:5][C:6]([N:8]1[CH2:13][CH2:12][N:11]([C:14]2[C:15]([NH:21][S:23]([CH3:22])(=[O:25])=[O:24])=[CH:16][CH:17]=[CH:18][C:19]=2[Cl:20])[CH2:10][CH2:9]1)=[O:7])([CH3:4])([CH3:2])[CH3:3], predict the reactants needed to synthesize it. The reactants are: [C:1]([O:5][C:6]([N:8]1[CH2:13][CH2:12][N:11]([C:14]2[C:19]([Cl:20])=[CH:18][CH:17]=[CH:16][C:15]=2[NH2:21])[CH2:10][CH2:9]1)=[O:7])([CH3:4])([CH3:3])[CH3:2].[CH3:22][S:23](Cl)(=[O:25])=[O:24].C(N(CC)CC)C.C([O-])(O)=O.[Na+].